Dataset: Reaction yield outcomes from USPTO patents with 853,638 reactions. Task: Predict the reaction yield, written as a fraction of the theoretical maximum amount of product (1.0 means a 100% yield; for example, 0.34 means a 34% yield). (1) The reactants are [OH:1][C:2]1[CH:3]=[C:4]2[C:9](=[CH:10][C:11]=1[O:12][CH3:13])[N:8]=[CH:7][N:6]=[C:5]2[NH:14][C:15]1[CH:16]=[C:17]([C:21](=[O:23])[CH3:22])[CH:18]=[CH:19][CH:20]=1.N1C=CC=CC=1.[F:30][C:31]([F:44])([F:43])[S:32](O[S:32]([C:31]([F:44])([F:43])[F:30])(=[O:34])=[O:33])(=[O:34])=[O:33]. The catalyst is C(#N)C. The product is [C:21]([C:17]1[CH:16]=[C:15]([NH:14][C:5]2[C:4]3[C:9](=[CH:10][C:11]([O:12][CH3:13])=[C:2]([O:1][S:32]([C:31]([F:44])([F:43])[F:30])(=[O:34])=[O:33])[CH:3]=3)[N:8]=[CH:7][N:6]=2)[CH:20]=[CH:19][CH:18]=1)(=[O:23])[CH3:22]. The yield is 0.980. (2) The reactants are [NH2:1][C:2]1[N:10]=[CH:9][N:8]=[C:7]2[C:3]=1[NH:4][C:5](=[S:11])[NH:6]2.F[B-](F)(F)F.[I:17][C:18]1[CH:23]=[CH:22][C:21]([O:24][CH3:25])=[CH:20][C:19]=1[N+]#N.C([O-])(O)=O.[Na+]. The catalyst is CN(C=O)C. The product is [I:17][C:18]1[CH:23]=[CH:22][C:21]([O:24][CH3:25])=[CH:20][C:19]=1[S:11][C:5]1[NH:6][C:7]2[C:3]([N:4]=1)=[C:2]([NH2:1])[N:10]=[CH:9][N:8]=2. The yield is 0.610. (3) The reactants are [Cl:1][C:2]1[CH:10]=[C:9]2[C:5]([CH:6]=[CH:7][NH:8]2)=[CH:4][CH:3]=1.[CH3:11]C1C2C(=CC=CC=2)NC=1. No catalyst specified. The product is [Cl:1][C:2]1[CH:10]=[C:9]2[C:5]([CH:6]=[CH:7][N:8]2[CH3:11])=[CH:4][CH:3]=1. The yield is 1.00. (4) The reactants are C(OP([CH2:9][C:10]([O-:12])=[O:11])(OCC)=O)C.[H-].[Na+].O[CH:16]1[C:24]2[C:19](=[CH:20][CH:21]=[C:22]([C:25]([F:28])([F:27])[F:26])[CH:23]=2)[C:18](=[O:29])[N:17]1[CH2:30][C:31]([F:34])([F:33])[F:32].C(=O)([O-])O.[Na+].[CH2:40]([CH2:43]OC)OC. No catalyst specified. The product is [O:29]=[C:18]1[C:19]2[C:24](=[CH:23][C:22]([C:25]([F:28])([F:27])[F:26])=[CH:21][CH:20]=2)[CH:16]([CH2:9][C:10]([O:12][CH2:40][CH3:43])=[O:11])[N:17]1[CH2:30][C:31]([F:34])([F:33])[F:32]. The yield is 0.610. (5) The yield is 0.320. The catalyst is CN(C=O)C.C1COCC1. The reactants are [H-].[Na+].[Cl:3][C:4]1[C:5]([F:26])=[C:6]([NH:12][C:13]([NH:15][C:16](=[O:25])[C:17]2[C:22]([F:23])=[CH:21][CH:20]=[CH:19][C:18]=2[F:24])=[O:14])[CH:7]=[C:8]([Cl:11])[C:9]=1[F:10].Cl[CH2:28][N:29]([CH2:40]Cl)[C:30](=[O:39])[O:31][CH2:32][C:33]1[CH:38]=[CH:37][CH:36]=[CH:35][CH:34]=1.O. The product is [CH2:32]([O:31][C:30]([N:29]1[CH2:40][N:12]([C:6]2[CH:7]=[C:8]([Cl:11])[C:9]([F:10])=[C:4]([Cl:3])[C:5]=2[F:26])[C:13](=[O:14])[N:15]([C:16](=[O:25])[C:17]2[C:22]([F:23])=[CH:21][CH:20]=[CH:19][C:18]=2[F:24])[CH2:28]1)=[O:39])[C:33]1[CH:38]=[CH:37][CH:36]=[CH:35][CH:34]=1. (6) The reactants are [CH3:1][O:2][CH2:3][CH2:4][O:5][CH2:6][C:7]([C:10]1[CH:15]=[CH:14][C:13]([N+:16]([O-])=O)=[CH:12][CH:11]=1)([CH3:9])[CH3:8]. The catalyst is CO.[Ni]. The product is [CH3:1][O:2][CH2:3][CH2:4][O:5][CH2:6][C:7]([C:10]1[CH:15]=[CH:14][C:13]([NH2:16])=[CH:12][CH:11]=1)([CH3:9])[CH3:8]. The yield is 0.770. (7) The reactants are Br[C:2]1[CH:3]=[C:4]([CH:25]2[CH2:27][CH2:26]2)[C:5]([O:21][CH2:22][CH2:23][CH3:24])=[C:6]([NH:8][C:9]([NH:11][C:12]2[CH:17]=[CH:16][C:15]([CH:18]3[CH2:20][CH2:19]3)=[CH:14][CH:13]=2)=[O:10])[CH:7]=1.CC1(C)COB([C:35]2[CH:42]=[CH:41][CH:40]=[CH:39][C:36]=2[C:37]#[N:38])OC1.P([O-])([O-])([O-])=O.[K+].[K+].[K+]. The catalyst is O1CCOCC1.C(Cl)Cl.C1C=CC(P(C2C=CC=CC=2)[C-]2C=CC=C2)=CC=1.C1C=CC(P(C2C=CC=CC=2)[C-]2C=CC=C2)=CC=1.Cl[Pd]Cl.[Fe+2].C(Cl)Cl. The product is [C:37]([C:36]1[CH:39]=[CH:40][CH:41]=[CH:42][C:35]=1[C:2]1[CH:3]=[C:4]([CH:25]2[CH2:26][CH2:27]2)[C:5]([O:21][CH2:22][CH2:23][CH3:24])=[C:6]([NH:8][C:9]([NH:11][C:12]2[CH:13]=[CH:14][C:15]([CH:18]3[CH2:20][CH2:19]3)=[CH:16][CH:17]=2)=[O:10])[CH:7]=1)#[N:38]. The yield is 0.352.